This data is from Full USPTO retrosynthesis dataset with 1.9M reactions from patents (1976-2016). The task is: Predict the reactants needed to synthesize the given product. The reactants are: Br[C:2]1[C:7]([NH2:8])=[C:6]([CH:9]([O:12][CH3:13])[O:10][CH3:11])[C:5]([Cl:14])=[CH:4][N:3]=1.[CH3:15][NH:16][CH3:17].O. Given the product [Cl:14][C:5]1[C:6]([CH:9]([O:12][CH3:13])[O:10][CH3:11])=[C:7]([NH2:8])[C:2]([N:16]([CH3:17])[CH3:15])=[N:3][CH:4]=1, predict the reactants needed to synthesize it.